Predict the reaction yield, written as a fraction of the theoretical maximum amount of product (1.0 means a 100% yield; for example, 0.34 means a 34% yield). From a dataset of Reaction yield outcomes from USPTO patents with 853,638 reactions. The reactants are [Cl:1][C:2]1[CH:14]=[C:13]([CH:15]([CH3:17])[CH3:16])[CH:12]=[CH:11][C:3]=1[C:4]([O:6]C(C)(C)C)=[O:5].FC(F)(F)C(O)=O. The catalyst is ClCCl. The product is [Cl:1][C:2]1[CH:14]=[C:13]([CH:15]([CH3:17])[CH3:16])[CH:12]=[CH:11][C:3]=1[C:4]([OH:6])=[O:5]. The yield is 0.855.